From a dataset of Forward reaction prediction with 1.9M reactions from USPTO patents (1976-2016). Predict the product of the given reaction. (1) The product is: [CH2:15]([O:14][C:12](=[O:13])[C:11]([C:9]#[N:10])=[C:4]1[CH2:3][C@@H:2]([CH3:1])[C@H:6]([CH3:7])[CH2:5]1)[CH3:16]. Given the reactants [CH3:1][C@H:2]1[C@H:6]([CH3:7])[CH2:5][C:4](=O)[CH2:3]1.[C:9]([CH2:11][C:12]([O:14][CH2:15][CH3:16])=[O:13])#[N:10].C([O-])(=O)C.[NH4+].C(O)(=O)C, predict the reaction product. (2) Given the reactants [CH3:1][S:2][C:3]1[S:7][C:6]2=[N:8][C:9]([C:11]3[O:12][C:13]4[CH:19]=[C:18]([OH:20])[CH:17]=[CH:16][C:14]=4[N:15]=3)=[CH:10][N:5]2[N:4]=1.Cl.Cl[CH2:23][C:24]1[CH:29]=[CH:28][CH:27]=[CH:26][N:25]=1.C([O-])([O-])=O.[Cs+].[Cs+].CO, predict the reaction product. The product is: [CH3:1][S:2][C:3]1[S:7][C:6]2=[N:8][C:9]([C:11]3[O:12][C:13]4[CH:19]=[C:18]([O:20][CH2:23][C:24]5[CH:29]=[CH:28][CH:27]=[CH:26][N:25]=5)[CH:17]=[CH:16][C:14]=4[N:15]=3)=[CH:10][N:5]2[N:4]=1. (3) Given the reactants [CH3:1][N:2]([CH3:20])[CH2:3][CH2:4][CH2:5][O:6][C:7]1[CH:12]=[CH:11][C:10]([NH2:13])=[CH:9][C:8]=1[C:14]1[N:15]([CH3:19])[N:16]=[CH:17][CH:18]=1.[CH3:21][O:22][C:23]1[CH:28]=[CH:27][C:26]([N:29]=[C:30]=[O:31])=[CH:25][CH:24]=1, predict the reaction product. The product is: [CH3:20][N:2]([CH3:1])[CH2:3][CH2:4][CH2:5][O:6][C:7]1[CH:12]=[CH:11][C:10]([NH:13][C:30]([NH:29][C:26]2[CH:27]=[CH:28][C:23]([O:22][CH3:21])=[CH:24][CH:25]=2)=[O:31])=[CH:9][C:8]=1[C:14]1[N:15]([CH3:19])[N:16]=[CH:17][CH:18]=1. (4) Given the reactants C(OC(=O)[N:7]([C:16]1[S:17][C@:18]2([CH2:32][F:33])[C@H:20]([C@:21]([C:24]3[CH:29]=[CH:28][CH:27]=[C:26]([F:30])[C:25]=3[F:31])([CH3:23])[N:22]=1)[CH2:19]2)COCC[Si](C)(C)C)(C)(C)C.S(=O)(=O)(O)O.[N+:40]([O-])([O-:42])=[O:41].[Na+].O.[O-]P([O-])([O-])=O.[K+].[K+].[K+].[OH-].[Na+], predict the reaction product. The product is: [F:31][C:25]1[C:26]([F:30])=[CH:27][C:28]([N+:40]([O-:42])=[O:41])=[CH:29][C:24]=1[C@:21]1([CH3:23])[C@H:20]2[C@:18]([CH2:32][F:33])([CH2:19]2)[S:17][C:16]([NH2:7])=[N:22]1. (5) Given the reactants [CH2:1]([S:7]([OH:10])(=[O:9])=[O:8])[CH2:2][S:3]([OH:6])(=[O:5])=[O:4].[F:11][C:12]1[CH:17]=[CH:16][CH:15]=[CH:14][C:13]=1[N:18]1[C:26]2[C:21](=[CH:22][CH:23]=[CH:24][CH:25]=2)[C:20]([O:27][CH:28]2[CH2:33][CH2:32][NH:31][CH2:30][CH2:29]2)=[N:19]1.N#N.C(OC)(C)(C)C, predict the reaction product. The product is: [S:3]([CH2:2][CH2:1][S:7]([OH:10])(=[O:9])=[O:8])([OH:6])(=[O:5])=[O:4].[F:11][C:12]1[CH:17]=[CH:16][CH:15]=[CH:14][C:13]=1[N:18]1[C:26]2[C:21](=[CH:22][CH:23]=[CH:24][CH:25]=2)[C:20]([O:27][CH:28]2[CH2:33][CH2:32][NH:31][CH2:30][CH2:29]2)=[N:19]1.